Predict the product of the given reaction. From a dataset of Forward reaction prediction with 1.9M reactions from USPTO patents (1976-2016). (1) The product is: [CH3:12][NH:13][CH:2]([CH3:11])[CH:3]([C:5]1[S:6][CH:7]=[C:8]([CH3:10])[N:9]=1)[OH:4]. Given the reactants Cl[CH:2]([CH3:11])[CH:3]([C:5]1[S:6][CH:7]=[C:8]([CH3:10])[N:9]=1)[OH:4].[CH3:12][NH2:13], predict the reaction product. (2) Given the reactants [CH3:1][N:2]([CH3:28])[C:3]1[CH:8]=[CH:7][C:6]([C:9]2[O:13][N:12]=[C:11]([C:14]3[CH:23]=[CH:22][C:17]([C:18]([O:20][CH3:21])=[O:19])=[C:16]([F:24])[CH:15]=3)[N:10]=2)=[CH:5][C:4]=1[N+:25]([O-])=O, predict the reaction product. The product is: [NH2:25][C:4]1[CH:5]=[C:6]([C:9]2[O:13][N:12]=[C:11]([C:14]3[CH:23]=[CH:22][C:17]([C:18]([O:20][CH3:21])=[O:19])=[C:16]([F:24])[CH:15]=3)[N:10]=2)[CH:7]=[CH:8][C:3]=1[N:2]([CH3:1])[CH3:28]. (3) Given the reactants [Cl:1][C:2]([Cl:21])([Cl:20])[CH2:3][O:4][C:5](=[O:19])[CH:6](Cl)[CH2:7][C:8]1[CH:13]=[CH:12][C:11]([CH2:14][CH2:15][CH2:16][OH:17])=[CH:10][CH:9]=1.[F:22][C:23]1[CH:28]=[CH:27][C:26]([CH2:29][CH2:30][SH:31])=[CH:25][CH:24]=1.COC(=O)C(SCCC1C=CC(F)=CC=1)CC1C=CC(C(C)(C)O[SiH2]C(C)(C)C)=CC=1, predict the reaction product. The product is: [Cl:1][C:2]([Cl:21])([Cl:20])[CH2:3][O:4][C:5](=[O:19])[CH:6]([S:31][CH2:30][CH2:29][C:26]1[CH:27]=[CH:28][C:23]([F:22])=[CH:24][CH:25]=1)[CH2:7][C:8]1[CH:13]=[CH:12][C:11]([CH2:14][CH2:15][CH2:16][OH:17])=[CH:10][CH:9]=1. (4) Given the reactants [S:1]([OH:5])(=[O:4])(=[O:3])[CH3:2].[F:6][C@@H:7]1[CH2:11][N:10]([C:12](=[O:26])[CH2:13][NH:14][C@@H:15]2[CH2:19][CH2:18][C@H:17]([CH2:20][N:21]3[CH:25]=[N:24][CH:23]=[N:22]3)[CH2:16]2)[C@H:9]([C:27]#[N:28])[CH2:8]1.CO, predict the reaction product. The product is: [S:1]([OH:5])(=[O:4])(=[O:3])[CH3:2].[F:6][CH:7]1[CH2:11][N:10]2[C:12](=[O:26])[CH2:13][N:14]([CH:15]3[CH2:19][CH2:18][CH:17]([CH2:20][N:21]4[CH:25]=[N:24][CH:23]=[N:22]4)[CH2:16]3)[C:27](=[NH:28])[CH:9]2[CH2:8]1. (5) Given the reactants [CH:1]([C:3]1[CH:18]=[CH:17][C:6]([O:7][C:8]2[N:9]=[CH:10][C:11]([C:14]([NH2:16])=[O:15])=[N:12][CH:13]=2)=[C:5]([O:19][CH3:20])[CH:4]=1)=O.[O:21]1[CH2:26][CH2:25][CH:24]([CH2:27][CH2:28][NH2:29])[CH2:23][CH2:22]1.[BH4-].[Na+], predict the reaction product. The product is: [CH3:20][O:19][C:5]1[CH:4]=[C:3]([CH2:1][NH:29][CH2:28][CH2:27][CH:24]2[CH2:25][CH2:26][O:21][CH2:22][CH2:23]2)[CH:18]=[CH:17][C:6]=1[O:7][C:8]1[N:9]=[CH:10][C:11]([C:14]([NH2:16])=[O:15])=[N:12][CH:13]=1. (6) Given the reactants [NH2:1][C:2]1[C:3]2[C:8]([N:9]=[C:10]3[C:15]=1[CH:14]=[CH:13][CH:12]=[CH:11]3)=[CH:7][CH:6]=[CH:5][CH:4]=2.Cl[C:17]1[CH:25]=[CH:24][C:20]([C:21]([OH:23])=[O:22])=[CH:19][C:18]=1[N+:26]([O-:28])=[O:27].O.Cl, predict the reaction product. The product is: [CH:4]1[C:3]2[C:8](=[N:9][C:10]3[C:15]([C:2]=2[NH:1][C:17]2[CH:25]=[CH:24][C:20]([C:21]([OH:23])=[O:22])=[CH:19][C:18]=2[N+:26]([O-:28])=[O:27])=[CH:14][CH:13]=[CH:12][CH:11]=3)[CH:7]=[CH:6][CH:5]=1.